From a dataset of Forward reaction prediction with 1.9M reactions from USPTO patents (1976-2016). Predict the product of the given reaction. (1) Given the reactants [H-].[Na+].[Br:3][C:4]1[CH:5]=[C:6]([C:10]2[NH:11][C:12]3[C:17]([CH:18]=2)=[CH:16][CH:15]=[CH:14][CH:13]=3)[CH:7]=[N:8][CH:9]=1.[CH3:19]I, predict the reaction product. The product is: [Br:3][C:4]1[CH:5]=[C:6]([C:10]2[N:11]([CH3:19])[C:12]3[C:17]([CH:18]=2)=[CH:16][CH:15]=[CH:14][CH:13]=3)[CH:7]=[N:8][CH:9]=1. (2) Given the reactants [CH2:1]([O:3][C:4](=[O:20])[CH:5]([C:17](=O)[CH3:18])[CH:6]([C:11]1[CH:16]=[CH:15][CH:14]=[CH:13][CH:12]=1)[CH2:7][N+:8]([O-])=O)[CH3:2].[F:21][C:22]1[CH:28]=[CH:27][C:25](N)=[CH:24][CH:23]=1.O, predict the reaction product. The product is: [CH2:1]([O:3][C:4]([C:5]1[C:6]([C:11]2[CH:16]=[CH:15][CH:14]=[CH:13][CH:12]=2)=[CH:7][N:8]([C:25]2[CH:27]=[CH:28][C:22]([F:21])=[CH:23][CH:24]=2)[C:17]=1[CH3:18])=[O:20])[CH3:2]. (3) Given the reactants [C:1]1([CH:7](Cl)[CH2:8][CH2:9][NH2:10])[CH:6]=[CH:5][CH:4]=[CH:3][CH:2]=1.BrN1C(=O)CC[C:14]1=O.C(OOC(=O)C1C=CC=CC=1)(=O)C1C=CC=CC=1.[Na].[C:39]1([CH3:46])[C:44]([OH:45])=[CH:43][CH:42]=[CH:41][CH:40]=1.CN, predict the reaction product. The product is: [CH3:46][C:39]1[CH:40]=[CH:41][CH:42]=[CH:43][C:44]=1[O:45][C@@H:7]([C:1]1[CH:6]=[CH:5][CH:4]=[CH:3][CH:2]=1)[CH2:8][CH2:9][NH:10][CH3:14]. (4) Given the reactants [N:1]1[CH:6]=[CH:5][C:4](B(O)O)=[CH:3][CH:2]=1.[NH:10]1[CH2:15][CH2:14][CH:13]([CH2:16][OH:17])[CH2:12][CH2:11]1.N1C=CC=CC=1, predict the reaction product. The product is: [OH:17][CH2:16][CH:13]1[CH2:14][CH2:15][N:10]([C:4]2[CH:5]=[CH:6][N:1]=[CH:2][CH:3]=2)[CH2:11][CH2:12]1.